Dataset: Forward reaction prediction with 1.9M reactions from USPTO patents (1976-2016). Task: Predict the product of the given reaction. Given the reactants [Br:1][C:2]1[CH:7]=[CH:6][N:5]=[C:4]([NH2:8])[CH:3]=1.Br[CH2:10][C:11]([C:13]1[CH:18]=[CH:17][C:16]([CH3:19])=[CH:15][CH:14]=1)=O, predict the reaction product. The product is: [Br:1][C:2]1[CH:7]=[CH:6][N:5]2[CH:10]=[C:11]([C:13]3[CH:18]=[CH:17][C:16]([CH3:19])=[CH:15][CH:14]=3)[N:8]=[C:4]2[CH:3]=1.